This data is from Reaction yield outcomes from USPTO patents with 853,638 reactions. The task is: Predict the reaction yield, written as a fraction of the theoretical maximum amount of product (1.0 means a 100% yield; for example, 0.34 means a 34% yield). (1) The reactants are C(O[C:6]([N:8]1[CH2:12][CH2:11][C@H:10]([NH:13][C:14]2[C:15]3[CH2:23][N:22]([C:24]4[CH:25]=[N:26][C:27]([O:34][CH3:35])=[C:28]([C:30]([F:33])([F:32])[F:31])[CH:29]=4)[CH2:21][CH2:20][C:16]=3[N:17]=[CH:18][N:19]=2)[CH2:9]1)=[O:7])(C)(C)C.[C:36](O)([C:38](F)(F)F)=O.C([O-])(O)=O.[Na+].C(Cl)(=O)CC. The catalyst is C(Cl)Cl.CCOC(C)=O. The product is [CH3:35][O:34][C:27]1[N:26]=[CH:25][C:24]([N:22]2[CH2:21][CH2:20][C:16]3[N:17]=[CH:18][N:19]=[C:14]([NH:13][C@H:10]4[CH2:11][CH2:12][N:8]([C:6](=[O:7])[CH2:36][CH3:38])[CH2:9]4)[C:15]=3[CH2:23]2)=[CH:29][C:28]=1[C:30]([F:33])([F:31])[F:32]. The yield is 0.760. (2) The reactants are Cl[C:2]1C=CC=C(C(OO)=O)C=1.[CH2:12]([N:19]1[CH2:24][CH2:23][CH:22]([N:25]2[CH:29]=[CH:28][C:27]([C:30]3[CH:35]=[CH:34][C:33]([F:36])=[CH:32][CH:31]=3)=[C:26]2[C:37]2[CH:42]=[CH:41][N:40]=[C:39](SC)[N:38]=2)[CH2:21][CH2:20]1)[C:13]1[CH:18]=[CH:17][CH:16]=[CH:15][CH:14]=1.[S:45]([O-:49])([O-])(=[O:47])=S.[Na+].[Na+]. The catalyst is C(OCC)(=O)C. The product is [CH2:12]([N:19]1[CH2:24][CH2:23][CH:22]([N:25]2[CH:29]=[CH:28][C:27]([C:30]3[CH:35]=[CH:34][C:33]([F:36])=[CH:32][CH:31]=3)=[C:26]2[C:37]2[CH:42]=[CH:41][N:40]=[C:39]([S:45]([CH3:2])(=[O:49])=[O:47])[N:38]=2)[CH2:21][CH2:20]1)[C:13]1[CH:18]=[CH:17][CH:16]=[CH:15][CH:14]=1. The yield is 0.660.